This data is from Full USPTO retrosynthesis dataset with 1.9M reactions from patents (1976-2016). The task is: Predict the reactants needed to synthesize the given product. (1) Given the product [Cl:32][C:33]1[CH:34]=[CH:35][C:36]([CH2:37][N:38]2[CH:43]=[CH:42][CH:41]=[C:40]([C:44]([NH:5][C:4]3[CH:6]=[CH:7][C:8]([O:9][C:10]4[C:19]5[C:14](=[CH:15][C:16]([O:22][CH2:23][CH2:24][CH2:25][N:26]6[CH2:31][CH2:30][O:29][CH2:28][CH2:27]6)=[C:17]([O:20][CH3:21])[CH:18]=5)[N:13]=[CH:12][CH:11]=4)=[C:2]([F:1])[CH:3]=3)=[O:45])[C:39]2=[O:47])=[CH:48][CH:49]=1, predict the reactants needed to synthesize it. The reactants are: [F:1][C:2]1[CH:3]=[C:4]([CH:6]=[CH:7][C:8]=1[O:9][C:10]1[C:19]2[C:14](=[CH:15][C:16]([O:22][CH2:23][CH2:24][CH2:25][N:26]3[CH2:31][CH2:30][O:29][CH2:28][CH2:27]3)=[C:17]([O:20][CH3:21])[CH:18]=2)[N:13]=[CH:12][CH:11]=1)[NH2:5].[Cl:32][C:33]1[CH:49]=[CH:48][C:36]([CH2:37][N:38]2[CH:43]=[CH:42][CH:41]=[C:40]([C:44](O)=[O:45])[C:39]2=[O:47])=[CH:35][CH:34]=1.O=C1C(C(OC)=O)=CC=CN1.BrCC1C=CC(Cl)=CC=1. (2) Given the product [CH:1]([N:14]1[CH2:15][C:16](=[C:18]([C:23]2[CH:28]=[CH:27][CH:26]=[C:25]([OH:29])[CH:24]=2)[S:19]([CH3:22])(=[O:21])=[O:20])[CH2:17]1)([C:8]1[CH:9]=[CH:10][CH:11]=[CH:12][CH:13]=1)[C:2]1[CH:3]=[CH:4][CH:5]=[CH:6][CH:7]=1, predict the reactants needed to synthesize it. The reactants are: [CH:1]([N:14]1[CH2:17][C:16](=[C:18]([C:23]2[CH:28]=[CH:27][CH:26]=[C:25]([O:29]C)[CH:24]=2)[S:19]([CH3:22])(=[O:21])=[O:20])[CH2:15]1)([C:8]1[CH:13]=[CH:12][CH:11]=[CH:10][CH:9]=1)[C:2]1[CH:7]=[CH:6][CH:5]=[CH:4][CH:3]=1. (3) Given the product [O:1]=[C:2]1[CH2:6][CH2:5][C@@H:4]([C:7]2[CH:17]=[CH:16][C:10]([O:11][CH2:12][C:13]([NH2:20])=[O:14])=[CH:9][CH:8]=2)[CH2:3]1, predict the reactants needed to synthesize it. The reactants are: [O:1]=[C:2]1[CH2:6][CH2:5][C@@H:4]([C:7]2[CH:17]=[CH:16][C:10]([O:11][CH2:12][C:13](O)=[O:14])=[CH:9][CH:8]=2)[CH2:3]1.C1N=C[N:20](C(N2C=NC=C2)=O)C=1.[OH-].[NH4+].O. (4) Given the product [Br:1][CH2:4][C:3]([C:6]1[CH:7]=[C:8]([CH:11]=[CH:12][CH:13]=1)[C:9]#[N:10])=[O:5], predict the reactants needed to synthesize it. The reactants are: [Br:1]Br.[C:3]([C:6]1[CH:7]=[C:8]([CH:11]=[CH:12][CH:13]=1)[C:9]#[N:10])(=[O:5])[CH3:4].O. (5) Given the product [OH:12][C:11]1[C:6]2[C:5](=[CH:10][CH:9]=[CH:8][N:7]=2)[N:4]([CH3:3])[C:15](=[O:27])[C:16]=1[C:17]1[CH:22]=[CH:21][CH:20]=[CH:19][C:18]=1[C:23]([F:26])([F:25])[F:24], predict the reactants needed to synthesize it. The reactants are: [H-].[Na+].[CH3:3][N:4]([C:15](=[O:27])[CH2:16][C:17]1[CH:22]=[CH:21][CH:20]=[CH:19][C:18]=1[C:23]([F:26])([F:25])[F:24])[C:5]1[C:6]([C:11](OC)=[O:12])=[N:7][CH:8]=[CH:9][CH:10]=1. (6) Given the product [O:1]1[CH2:5][CH2:4][CH:3]([CH2:6][CH2:7][CH:8]=[O:9])[CH2:2]1, predict the reactants needed to synthesize it. The reactants are: [O:1]1[CH2:5][CH2:4][CH:3](/[CH:6]=[CH:7]/[CH:8]=[O:9])[CH2:2]1. (7) Given the product [Cl:1][C:2]1[N:7]=[C:6]([NH:9][C:10]2[CH:14]=[C:13]([CH3:15])[NH:12][N:11]=2)[CH:5]=[CH:4][N:3]=1, predict the reactants needed to synthesize it. The reactants are: [Cl:1][C:2]1[N:7]=[C:6](Cl)[CH:5]=[CH:4][N:3]=1.[NH2:9][C:10]1[CH:14]=[C:13]([CH3:15])[NH:12][N:11]=1.C(N(C(C)C)C(C)C)C. (8) Given the product [CH:5]1[C:4]([CH2:3][C@H:2]([NH2:15])[C:12]([OH:14])=[O:13])=[CH:9][C:8]([OH:10])=[C:7]([OH:11])[CH:6]=1.[CH3:1][C@@:2]([NH:15][NH2:16])([C:12]([OH:14])=[O:13])[CH2:3][C:4]1[CH:5]=[CH:6][C:7]([OH:11])=[C:8]([OH:10])[CH:9]=1, predict the reactants needed to synthesize it. The reactants are: [CH3:1][C@@:2]([NH:15][NH2:16])([C:12]([OH:14])=[O:13])[CH2:3][C:4]1[CH:5]=[CH:6][C:7]([OH:11])=[C:8]([OH:10])[CH:9]=1.